This data is from Catalyst prediction with 721,799 reactions and 888 catalyst types from USPTO. The task is: Predict which catalyst facilitates the given reaction. (1) Reactant: [C:1]([O:5][C:6]([N:8]1[CH2:12][CH2:11][CH:10]([CH3:13])[CH:9]1[CH2:14][CH2:15][C:16](OCC)=[O:17])=[O:7])([CH3:4])([CH3:3])[CH3:2].B(F)(F)F.CCOCC.CC(C[AlH]CC(C)C)C. Product: [C:1]([O:5][C:6]([N:8]1[CH2:12][CH2:11][CH:10]([CH3:13])[CH:9]1[CH:14]=[CH:15][CH2:16][OH:17])=[O:7])([CH3:2])([CH3:4])[CH3:3]. The catalyst class is: 2. (2) Reactant: [C:1](Cl)(=[O:3])[CH3:2].[CH3:5][O:6][C:7]1[CH:8]=[CH:9][C:10]2[N:16]3[C:17]([C:20]4[CH:25]=[CH:24][C:23]([C:26]5[CH:31]=[CH:30][CH:29]=[CH:28][C:27]=5[O:32][CH3:33])=[CH:22][CH:21]=4)=[N:18][N:19]=[C:15]3[CH2:14][NH:13][CH2:12][C:11]=2[N:34]=1.C(N(C(C)C)C(C)C)C. Product: [C:1]([N:13]1[CH2:12][C:11]2[N:34]=[C:7]([O:6][CH3:5])[CH:8]=[CH:9][C:10]=2[N:16]2[C:17]([C:20]3[CH:25]=[CH:24][C:23]([C:26]4[CH:31]=[CH:30][CH:29]=[CH:28][C:27]=4[O:32][CH3:33])=[CH:22][CH:21]=3)=[N:18][N:19]=[C:15]2[CH2:14]1)(=[O:3])[CH3:2]. The catalyst class is: 4. (3) Reactant: [Br:1][C:2]1[N:7]=[CH:6][C:5]([CH2:8][C:9]([O:18][CH3:19])(C(OC)=O)[C:10]([O:12][CH3:13])=[O:11])=[CH:4][CH:3]=1.[Br-].[Li+].C(OCC)C. Product: [Br:1][C:2]1[N:7]=[CH:6][C:5]([CH2:8][CH:9]([O:18][CH3:19])[C:10]([O:12][CH3:13])=[O:11])=[CH:4][CH:3]=1. The catalyst class is: 18. (4) Reactant: Br.[OH:2][C:3]1[CH:8]=[CH:7][N:6]2[CH:9]=[C:10]([C:12]([C:14]3[CH:19]=[CH:18][CH:17]=[CH:16][CH:15]=3)=[O:13])[N:11]=[C:5]2[CH:4]=1.[C:20](=O)([O-])[O-].[K+].[K+].CI. Product: [CH3:20][O:2][C:3]1[CH:8]=[CH:7][N:6]2[CH:9]=[C:10]([C:12]([C:14]3[CH:15]=[CH:16][CH:17]=[CH:18][CH:19]=3)=[O:13])[N:11]=[C:5]2[CH:4]=1. The catalyst class is: 21. (5) Reactant: [OH-].[Na+].[O:3]=[C:4]1[CH2:8][CH2:7][CH2:6][N:5]1[CH2:9][C:10]([O:12]C)=[O:11]. Product: [O:3]=[C:4]1[CH2:8][CH2:7][CH2:6][N:5]1[CH2:9][C:10]([OH:12])=[O:11]. The catalyst class is: 5.